Dataset: Peptide-MHC class II binding affinity with 134,281 pairs from IEDB. Task: Regression. Given a peptide amino acid sequence and an MHC pseudo amino acid sequence, predict their binding affinity value. This is MHC class II binding data. (1) The peptide sequence is AVPWYAVAFNAIVAA. The MHC is HLA-DPA10103-DPB10301 with pseudo-sequence HLA-DPA10103-DPB10301. The binding affinity (normalized) is 0.349. (2) The peptide sequence is TLWQRPLVTIKIGGQLREAL. The binding affinity (normalized) is 0.236. The MHC is DRB1_0901 with pseudo-sequence DRB1_0901. (3) The peptide sequence is GNIVAVDIKPKDSDE. The MHC is DRB1_1201 with pseudo-sequence DRB1_1201. The binding affinity (normalized) is 0.352. (4) The peptide sequence is NDSKLLKMVTSVIKN. The MHC is H-2-IAb with pseudo-sequence H-2-IAb. The binding affinity (normalized) is 0.0686. (5) The peptide sequence is NTARLMAGAGPAPML. The MHC is DRB3_0101 with pseudo-sequence DRB3_0101. The binding affinity (normalized) is 0.136. (6) The peptide sequence is IGTGDDCISIGPGST. The MHC is HLA-DQA10102-DQB10602 with pseudo-sequence HLA-DQA10102-DQB10602. The binding affinity (normalized) is 0.291.